Dataset: Full USPTO retrosynthesis dataset with 1.9M reactions from patents (1976-2016). Task: Predict the reactants needed to synthesize the given product. (1) The reactants are: [NH2:1][C:2]1[N:10]=[CH:9][CH:8]=[CH:7][C:3]=1[C:4]([OH:6])=O.[CH3:11][NH2:12].[CH3:13][O:14][C:15]1[CH:22]=[C:21]([OH:23])[CH:20]=[CH:19][C:16]=1[CH:17]=O.O[CH:25]1[CH2:30][CH2:29][N:28]([C:31](OC(C)(C)C)=O)[CH2:27][CH2:26]1.[C:38]1(=O)C[CH2:41][CH2:40][CH2:39]1. Given the product [CH:31]1([N:28]2[CH2:27][CH2:26][CH:25]([O:23][C:21]3[CH:20]=[CH:19][C:16]([C:17]4[N:12]([CH3:11])[C:4](=[O:6])[C:3]5[CH:7]=[CH:8][CH:9]=[N:10][C:2]=5[N:1]=4)=[C:15]([O:14][CH3:13])[CH:22]=3)[CH2:30][CH2:29]2)[CH2:41][CH2:40][CH2:39][CH2:38]1, predict the reactants needed to synthesize it. (2) Given the product [C:32]([NH:35][C@@H:36]1[C@@H:41]([NH:42][C:43]([O:45][CH:46]([CH3:48])[CH3:47])=[O:44])[CH2:40][C:39]([C:50]([O:26][CH2:25][C@H:16]2[N:17]([C:18]([O:20][C:21]([CH3:24])([CH3:23])[CH3:22])=[O:19])[C@@H:13]([C:10]3[C:6]4[N:7]=[CH:8][N:9]=[C:4]([N:1]=[N+:2]=[N-:3])[C:5]=4[NH:12][CH:11]=3)[C@@H:14]3[O:29][C:28]([CH3:31])([CH3:30])[O:27][C@H:15]23)=[O:51])=[CH:38][C@H:37]1[O:53][CH:54]([CH2:55][CH3:56])[CH2:57][CH3:58])(=[O:34])[CH3:33], predict the reactants needed to synthesize it. The reactants are: [N:1]([C:4]1[C:5]2[NH:12][CH:11]=[C:10]([C@@H:13]3[N:17]([C:18]([O:20][C:21]([CH3:24])([CH3:23])[CH3:22])=[O:19])[C@H:16]([CH2:25][OH:26])[C@H:15]4[O:27][C:28]([CH3:31])([CH3:30])[O:29][C@@H:14]34)[C:6]=2[N:7]=[CH:8][N:9]=1)=[N+:2]=[N-:3].[C:32]([NH:35][C@@H:36]1[C@@H:41]([NH:42][C:43]([O:45][C:46](C)([CH3:48])[CH3:47])=[O:44])[CH2:40][C:39]([C:50](O)=[O:51])=[CH:38][C@H:37]1[O:53][CH:54]([CH2:57][CH3:58])[CH2:55][CH3:56])(=[O:34])[CH3:33].Cl.CN(C)CCCN=C=NCC. (3) Given the product [Br:1][CH2:2][C:3]1[CH:10]=[CH:9][C:6]([CH:7]=[O:22])=[CH:5][C:4]=1[Cl:11], predict the reactants needed to synthesize it. The reactants are: [Br:1][CH2:2][C:3]1[CH:10]=[CH:9][C:6]([C:7]#N)=[CH:5][C:4]=1[Cl:11].CC(C[AlH]CC(C)C)C.Cl.[OH2:22]. (4) The reactants are: [CH:1]([N:4]1[CH2:9][CH2:8][CH:7]([O:10][C:11]2[CH:16]=[CH:15][C:14]([C:17]3([CH2:23][NH2:24])[CH2:22][CH2:21][O:20][CH2:19][CH2:18]3)=[CH:13][CH:12]=2)[CH2:6][CH2:5]1)([CH3:3])[CH3:2].Cl[CH2:26][CH2:27][CH2:28][S:29](Cl)(=[O:31])=[O:30].C(N(CC)C(C)C)(C)C.CC(C)([O-])C.[K+]. Given the product [NH3:4].[CH:1]([N:4]1[CH2:9][CH2:8][CH:7]([O:10][C:11]2[CH:16]=[CH:15][C:14]([C:17]3([CH2:23][N:24]4[CH2:26][CH2:27][CH2:28][S:29]4(=[O:31])=[O:30])[CH2:18][CH2:19][O:20][CH2:21][CH2:22]3)=[CH:13][CH:12]=2)[CH2:6][CH2:5]1)([CH3:3])[CH3:2], predict the reactants needed to synthesize it.